From a dataset of Catalyst prediction with 721,799 reactions and 888 catalyst types from USPTO. Predict which catalyst facilitates the given reaction. (1) Reactant: [NH2:1][CH2:2][CH2:3][CH2:4][O:5][C:6]1[CH:11]=[C:10]([CH2:12][OH:13])[CH:9]=[C:8]([CH2:14][OH:15])[CH:7]=1.[CH3:16][C:17]([S:24][S:25][CH3:26])([CH3:23])[CH2:18][CH2:19][C:20](O)=[O:21].C(N=C=NC(C)C)(C)C.O.ON1C2C=CC=CC=2N=N1. Product: [CH3:16][C:17]([S:24][S:25][CH3:26])([CH3:23])[CH2:18][CH2:19][C:20]([NH:1][CH2:2][CH2:3][CH2:4][O:5][C:6]1[CH:11]=[C:10]([CH2:12][OH:13])[CH:9]=[C:8]([CH2:14][OH:15])[CH:7]=1)=[O:21]. The catalyst class is: 35. (2) Reactant: [F:1][C:2]1[CH:32]=[CH:31][C:5]2[N:6]=[C:7]([NH:9]C3C=CC(C4C=CC(C(OCCCC)=O)=C(OC)C=4)=CC=3)[S:8][C:4]=2[CH:3]=1.FC1C=CC2N=C(N[C:42]3[CH:47]=[CH:46][C:45]([C:48]4[CH:53]=[CH:52][C:51]([C:54]([O:56]C)=[O:55])=[C:50]([O:58][CH3:59])[CH:49]=4)=[CH:44][CH:43]=3)SC=2C=1.CO.[OH-].[Na+]. Product: [F:1][C:2]1[CH:32]=[CH:31][C:5]2[N:6]=[C:7]([NH:9][C:51]3([C:54]([OH:56])=[O:55])[CH:52]=[CH:53][C:48]([C:45]4[CH:44]=[CH:43][CH:42]=[CH:47][CH:46]=4)=[CH:49][CH:50]3[O:58][CH3:59])[S:8][C:4]=2[CH:3]=1. The catalyst class is: 20. (3) Reactant: [CH3:1][CH2:2]/[C:3](/[C:14]1[CH:15]=[CH:16][C:17]([OH:20])=[CH:18][CH:19]=1)=[C:4](\[C:7]1[CH:8]=[CH:9][C:10]([OH:13])=[CH:11][CH:12]=1)/[CH2:5][CH3:6].[S:21]([O:25][S:26]([O-:29])(=[O:28])=[O:27])([O-:24])(=[O:23])=[O:22]. Product: [CH3:6][CH2:5]/[C:4](/[C:7]1[CH:8]=[CH:9][C:10]([OH:13])=[CH:11][CH:12]=1)=[C:3](\[C:14]1[CH:19]=[CH:18][C:17]([OH:20])=[CH:16][CH:15]=1)/[CH2:2][CH3:1].[S:21]([O:25][S:26]([O-:29])(=[O:28])=[O:27])([O-:24])(=[O:23])=[O:22]. The catalyst class is: 9. (4) Reactant: [Cl:1][C:2]1[CH:7]=[CH:6][CH:5]=[C:4]([CH3:8])[C:3]=1[NH:9][C:10]1[NH:11][C:12]2[C:18]3[CH2:19][C:20]([CH3:23])([CH3:22])[O:21][C:17]=3[C:16]([C:24]([NH:26][C:27]3[CH:32]=[C:31]([C:33]([F:36])([F:35])[F:34])[CH:30]=[CH:29][C:28]=3[F:37])=[O:25])=[CH:15][C:13]=2[N:14]=1.[F:38][C:39]([F:44])([F:43])[C:40]([OH:42])=[O:41]. Product: [F:38][C:39]([F:44])([F:43])[C:40]([OH:42])=[O:41].[Cl:1][C:2]1[CH:7]=[CH:6][CH:5]=[C:4]([CH3:8])[C:3]=1[NH:9][C:10]1[NH:11][C:12]2[C:18]3[CH2:19][C:20]([CH3:22])([CH3:23])[O:21][C:17]=3[C:16]([C:24]([NH:26][C:27]3[CH:32]=[C:31]([C:33]([F:36])([F:34])[F:35])[CH:30]=[CH:29][C:28]=3[F:37])=[O:25])=[CH:15][C:13]=2[N:14]=1. The catalyst class is: 1. (5) Reactant: [CH3:1][C@@H:2]1[CH2:7][N:6](C(OC(C)(C)C)=O)[C@H:5]([CH2:15][NH:16][C:17]2[N:18]=[N:19][C:20]([C:23]([F:26])([F:25])[F:24])=[CH:21][CH:22]=2)[CH2:4][CH2:3]1.C(O)(C(F)(F)F)=O. Product: [CH3:1][C@@H:2]1[CH2:7][NH:6][C@H:5]([CH2:15][NH:16][C:17]2[N:18]=[N:19][C:20]([C:23]([F:25])([F:24])[F:26])=[CH:21][CH:22]=2)[CH2:4][CH2:3]1. The catalyst class is: 2. (6) Reactant: C(N(CC)CC)C.[NH2:8][C:9]1[CH:10]=[C:11]([NH:16][C:17](=[O:26])[C:18]2[CH:23]=[CH:22][C:21]([C:24]#[N:25])=[CH:20][CH:19]=2)[CH:12]=[CH:13][C:14]=1[CH3:15].[Cl:27][CH2:28][C:29]1[CH:37]=[CH:36][C:32]([C:33](Cl)=[O:34])=[CH:31][CH:30]=1. Product: [C:24]([C:21]1[CH:22]=[CH:23][C:18]([C:17]([NH:16][C:11]2[CH:12]=[CH:13][C:14]([CH3:15])=[C:9]([NH:8][C:33](=[O:34])[C:32]3[CH:36]=[CH:37][C:29]([CH2:28][Cl:27])=[CH:30][CH:31]=3)[CH:10]=2)=[O:26])=[CH:19][CH:20]=1)#[N:25]. The catalyst class is: 143. (7) Reactant: [Cl:1][C:2]1[NH:6][C:5]2[CH:7]=[CH:8][CH:9]=[CH:10][C:4]=2[N:3]=1.[H-].[Na+].I[CH3:14]. Product: [Cl:1][C:2]1[N:6]([CH3:14])[C:5]2[CH:7]=[CH:8][CH:9]=[CH:10][C:4]=2[N:3]=1. The catalyst class is: 18. (8) Reactant: [Cl:1][C:2]1[C:7]([CH:8]([OH:16])[C:9]#[C:10][C:11]([O:13][CH2:14][CH3:15])=[O:12])=[CH:6][N:5]=[C:4]([S:17][CH3:18])[N:3]=1.C(N(CC)CC)C. Product: [Cl:1][C:2]1[C:7]([C:8](=[O:16])[CH:9]=[CH:10][C:11]([O:13][CH2:14][CH3:15])=[O:12])=[CH:6][N:5]=[C:4]([S:17][CH3:18])[N:3]=1. The catalyst class is: 12.